Dataset: Forward reaction prediction with 1.9M reactions from USPTO patents (1976-2016). Task: Predict the product of the given reaction. Given the reactants Cl[C:2]1[CH:3]=[CH:4][C:5]([O:12][CH2:13][C:14]2[CH:19]=[CH:18][CH:17]=[CH:16][CH:15]=2)=[C:6]([CH2:8][C:9]([NH2:11])=[O:10])[CH:7]=1.[Br:20]C1C=CC(OCC2C=CC=CC=2)=C(CC(O)=O)C=1, predict the reaction product. The product is: [Br:20][C:2]1[CH:3]=[CH:4][C:5]([O:12][CH2:13][C:14]2[CH:19]=[CH:18][CH:17]=[CH:16][CH:15]=2)=[C:6]([CH2:8][C:9]([NH2:11])=[O:10])[CH:7]=1.